Task: Predict the product of the given reaction.. Dataset: Forward reaction prediction with 1.9M reactions from USPTO patents (1976-2016) (1) Given the reactants [CH3:1][O:2][C:3]1[CH:12]=[C:11]2[C:6]([C:7](O)=[CH:8][N:9]=[N:10]2)=[CH:5][CH:4]=1.O=P(Cl)(Cl)[Cl:16], predict the reaction product. The product is: [Cl:16][C:7]1[C:6]2[C:11](=[CH:12][C:3]([O:2][CH3:1])=[CH:4][CH:5]=2)[N:10]=[N:9][CH:8]=1. (2) The product is: [F:9][C:10]1[CH:15]=[CH:14][C:13]([CH2:16][C:17]([C:19]2[CH:24]=[CH:23][N:22]=[CH:21][CH:20]=2)=[N:7][OH:8])=[CH:12][CH:11]=1. Given the reactants C([O-])(=O)C.[Na+].Cl.[NH2:7][OH:8].[F:9][C:10]1[CH:15]=[CH:14][C:13]([CH2:16][C:17]([C:19]2[CH:24]=[CH:23][N:22]=[CH:21][CH:20]=2)=O)=[CH:12][CH:11]=1, predict the reaction product. (3) The product is: [Cl:1][C:2]1[C:3]([N+:14]([O-:16])=[O:15])=[C:4]([C:8]([N+:11]([O-:13])=[O:12])=[CH:9][CH:10]=1)[C:5]([O:7][CH3:17])=[O:6]. Given the reactants [Cl:1][C:2]1[C:3]([N+:14]([O-:16])=[O:15])=[C:4]([C:8]([N+:11]([O-:13])=[O:12])=[CH:9][CH:10]=1)[C:5]([OH:7])=[O:6].[CH3:17]O.OS(O)(=O)=O, predict the reaction product. (4) The product is: [C:32]([O:31][C:29]([N:4]1[C:5]2[C:6](=[O:18])[N:7]([C:11]3[CH:16]=[CH:15][C:14]([CH3:17])=[CH:13][CH:12]=3)[CH2:8][CH2:9][C:10]=2[C:2]([NH2:1])=[N:3]1)=[O:30])([CH3:35])([CH3:34])[CH3:33]. Given the reactants [NH2:1][C:2]1[C:10]2[CH2:9][CH2:8][N:7]([C:11]3[CH:16]=[CH:15][C:14]([CH3:17])=[CH:13][CH:12]=3)[C:6](=[O:18])[C:5]=2[NH:4][N:3]=1.C(OOC([O-])=O)([O-])=O.[K+].[K+].[C:29](O[C:29]([O:31][C:32]([CH3:35])([CH3:34])[CH3:33])=[O:30])([O:31][C:32]([CH3:35])([CH3:34])[CH3:33])=[O:30], predict the reaction product. (5) Given the reactants [C:1]([O:5][C:6](=[O:25])[NH:7][C:8]1[CH:13]=[C:12]([O:14][CH2:15][C:16]([F:19])([F:18])[F:17])[C:11]([C:20]([F:23])([F:22])[F:21])=[CH:10][C:9]=1[NH2:24])([CH3:4])([CH3:3])[CH3:2].C([O:30][C:31](=O)[CH2:32][C:33]([C:35]1[CH:40]=[CH:39][CH:38]=[C:37]([C:41]2[CH:42]=[N:43][C:44]([CH:47]([CH3:49])[CH3:48])=[CH:45][CH:46]=2)[CH:36]=1)=[O:34])(C)(C)C, predict the reaction product. The product is: [C:1]([O:5][C:6](=[O:25])[NH:7][C:8]1[CH:13]=[C:12]([O:14][CH2:15][C:16]([F:18])([F:17])[F:19])[C:11]([C:20]([F:22])([F:23])[F:21])=[CH:10][C:9]=1[NH:24][C:31](=[O:30])[CH2:32][C:33]([C:35]1[CH:40]=[CH:39][CH:38]=[C:37]([C:41]2[CH:42]=[N:43][C:44]([CH:47]([CH3:48])[CH3:49])=[CH:45][CH:46]=2)[CH:36]=1)=[O:34])([CH3:4])([CH3:2])[CH3:3].